Dataset: Full USPTO retrosynthesis dataset with 1.9M reactions from patents (1976-2016). Task: Predict the reactants needed to synthesize the given product. (1) Given the product [F:35][CH:33]([F:34])[N:18]1[C:17]([CH2:16][O:15][C:12]2[CH:13]=[CH:14][C:9]([O:8][C:5]([CH3:7])([CH3:6])[C:4]([OH:37])=[O:3])=[C:10]([CH3:36])[CH:11]=2)=[CH:21][C:20]([C:22]2[CH:27]=[CH:26][C:25]([O:28][C:29]([F:31])([F:30])[F:32])=[CH:24][CH:23]=2)=[N:19]1, predict the reactants needed to synthesize it. The reactants are: C([O:3][C:4](=[O:37])[C:5]([O:8][C:9]1[CH:14]=[CH:13][C:12]([O:15][CH2:16][C:17]2[N:18]([CH:33]([F:35])[F:34])[N:19]=[C:20]([C:22]3[CH:27]=[CH:26][C:25]([O:28][C:29]([F:32])([F:31])[F:30])=[CH:24][CH:23]=3)[CH:21]=2)=[CH:11][C:10]=1[CH3:36])([CH3:7])[CH3:6])C.[Li+].[OH-]. (2) The reactants are: [C:1]1([NH:7]N)[CH:6]=[CH:5][CH:4]=[CH:3][CH:2]=1.O=[C:10]([CH2:16][CH2:17][CH2:18][CH3:19])[C:11]([O:13][CH2:14][CH3:15])=[O:12].O.CCOC(C)=O. Given the product [CH2:17]([C:16]1[C:6]2[C:1](=[CH:2][CH:3]=[CH:4][CH:5]=2)[NH:7][C:10]=1[C:11]([O:13][CH2:14][CH3:15])=[O:12])[CH2:18][CH3:19], predict the reactants needed to synthesize it. (3) Given the product [Cl:21][C:22]1[CH:27]=[C:26]([F:28])[CH:25]=[CH:24][C:23]=1[CH2:29][NH:30][C:4](=[O:6])[C@@H:3]1[CH2:7][CH2:8][C:9](=[O:10])[N:2]1[CH3:1], predict the reactants needed to synthesize it. The reactants are: [CH3:1][N:2]1[C:9](=[O:10])[CH2:8][CH2:7][C@H:3]1[C:4]([OH:6])=O.ON1C2C=CC=CC=2N=N1.[Cl:21][C:22]1[CH:27]=[C:26]([F:28])[CH:25]=[CH:24][C:23]=1[CH2:29][NH2:30].C(N1CCOCC1)C.Cl.CN(C)CCCN=C=NCC. (4) Given the product [Cl:4][CH2:12][C:11]1[N:7]([CH3:6])[C:8]([C:13]2[CH:18]=[CH:17][N:16]=[CH:15][CH:14]=2)=[N:9][N:10]=1, predict the reactants needed to synthesize it. The reactants are: S(Cl)([Cl:4])(=O)=O.[CH3:6][N:7]1[C:11]([CH3:12])=[N:10][N:9]=[C:8]1[C:13]1[CH:18]=[CH:17][N:16]=[CH:15][CH:14]=1.C([O-])(O)=O.[Na+]. (5) The reactants are: C[O:2][C:3](=[O:46])[C@H:4]([O:39][CH:40]1[CH2:45][CH2:44][CH2:43][CH2:42][O:41]1)[C@@H:5]([NH:13][C:14](=[O:38])[C:15]1[CH:20]=[C:19]([C:21]([NH:23][C@@H:24]([C:26]2[CH:31]=[CH:30][CH:29]=[CH:28][CH:27]=2)[CH3:25])=[O:22])[CH:18]=[C:17]([N:32]([CH3:37])[S:33]([CH3:36])(=[O:35])=[O:34])[CH:16]=1)[CH2:6][C:7]1[CH:12]=[CH:11][CH:10]=[CH:9][CH:8]=1.[OH-].[Na+]. Given the product [CH3:37][N:32]([S:33]([CH3:36])(=[O:35])=[O:34])[C:17]1[CH:16]=[C:15]([CH:20]=[C:19]([C:21]([NH:23][C@@H:24]([C:26]2[CH:31]=[CH:30][CH:29]=[CH:28][CH:27]=2)[CH3:25])=[O:22])[CH:18]=1)[C:14]([NH:13][C@@H:5]([CH2:6][C:7]1[CH:12]=[CH:11][CH:10]=[CH:9][CH:8]=1)[C@@H:4]([O:39][CH:40]1[CH2:45][CH2:44][CH2:43][CH2:42][O:41]1)[C:3]([OH:46])=[O:2])=[O:38], predict the reactants needed to synthesize it. (6) Given the product [CH3:7][O:8][C:9]1[CH:10]=[C:11]([CH:17]2[CH:21]([CH2:20][C:22]([F:25])([F:24])[F:23])[NH:18]2)[CH:12]=[CH:13][C:14]=1[O:15][CH3:16], predict the reactants needed to synthesize it. The reactants are: [H-].[H-].[H-].[H-].[Li+].[Al+3].[CH3:7][O:8][C:9]1[CH:10]=[C:11]([C:17]2[CH:21]=[C:20]([C:22]([F:25])([F:24])[F:23])O[N:18]=2)[CH:12]=[CH:13][C:14]=1[O:15][CH3:16]. (7) Given the product [N+:23]([C:21]1[CH:22]=[C:13]([C:1]2[CH:6]=[CH:5][CH:4]=[CH:3][CH:2]=2)[CH:14]=[C:15]2[C:20]=1[N:19]=[CH:18][CH:17]=[CH:16]2)([O-:25])=[O:24], predict the reactants needed to synthesize it. The reactants are: [C:1]1(B(O)O)[CH:6]=[CH:5][CH:4]=[CH:3][CH:2]=1.[F-].[K+].Cl[C:13]1[CH:14]=[C:15]2[C:20](=[C:21]([N+:23]([O-:25])=[O:24])[CH:22]=1)[N:19]=[CH:18][CH:17]=[CH:16]2.